Dataset: Experimentally validated miRNA-target interactions with 360,000+ pairs, plus equal number of negative samples. Task: Binary Classification. Given a miRNA mature sequence and a target amino acid sequence, predict their likelihood of interaction. (1) The miRNA is hsa-miR-6778-3p with sequence UGCCUCCCUGACAUUCCACAG. The protein sequence of the target gene is MAGKKVLIVYAHQEPKSFNGSLKNVAVDELSRQGCTVTVSDLYAMNLEPRATDKDITGTLSNPEVFNYGVETHEAYKQRSLASDITDEQKKVREADLVIFQFPLYWFSVPAILKGWMDRVLCQGFAFDIPGFYDSGLLQGKLALLSVTTGGTAEMYTKTGVNGDSRYFLWPLQHGTLHFCGFKVLAPQISFAPEIASEEERKGMVAAWSQRLQTIWKEEPIPCTAHWHFGQ. Result: 1 (interaction). (2) The miRNA is hsa-miR-7113-5p with sequence UCCAGGGAGACAGUGUGUGAG. The protein sequence of the target gene is MAFVPVIPESYSHVLAEFESLDPLLSALRLDSSRLKCTSIAVSRKWLALGSSGGGLHLIQKEGWKHRLFLSHREGAISQVACCLHDDDYVAVATSQGLVVVWELNQERRGKPEQMYVSSEHKGRRVTALCWDTAILRVFVGDHAGKVSAIKLNTSKQAKAAAAFVMFPVQTITTVDSCVVQLDYLDGRLLISSLTRSFLCDTEREKFWKIGNKERDGEYGACFFPGRCSGGQQPLIYCARPGSRMWEVNFDGEVISTHQFKKLLSLPPLPVITLRSEPQYDHTAGSSQSLSFPKLLHLSE.... Result: 0 (no interaction). (3) The miRNA is hsa-miR-6738-5p with sequence CGAGGGGUAGAAGAGCACAGGGG. The protein sequence of the target gene is MKVLLLTGLGALFFAYYWDDNFDPASLQGARVLLTGANAGVGEELAYHYARLGSHLVLTAHTEALLQKVVGNCRKLGAPKVFYIAADMASPEAPESVVQFALDKLGGLDYLVLNHIGGAPAGTRARSPQATRWLMQVNFVSYVQLTSRALPSLTDSKGSLVVVSSLLGRVPTSFSTPYSAAKFALDGFFGSLRRELDVQDVNVAITMCVLGLRDRASAAEAVRSSTSRPRQPEHRGVPLQSQTAMFLPPTVPGARTLTETPLRGWPQPKMKSSRQKSKTEKNDGHLEPVTAWEVQVPRVR.... Result: 1 (interaction). (4) The miRNA is hsa-miR-5692c with sequence AAUAAUAUCACAGUAGGUGUAC. The protein sequence of the target gene is MGGLFSRWRTKPSTVEVLESIDKEIQALEEFREKNQRLQKLWVGRLILYSSVLYLFTCLIVYLWYLPDEFTARLAMTLPFFAFPLIIWSIRTVIIFFFSKRTERNNEALDDLKSQRKKILEEVMEKETYKTAKLILERFDPDSKKAKECEPPSAGAAVTARPGQEIRQRTAAQRNLSPTPASPNQGPPPQVPVSPGPPKDSSAPGGPPERTVTPALSSNVLPRHLGSPATSVPGMGLHPPGPPLARPILPRERGALDRIVEYLVGDGPQNRYALICQQCFSHNGMALKEEFEYIAFRCAY.... Result: 1 (interaction). (5) The miRNA is hsa-miR-6770-5p with sequence UGAGAAGGCACAGCUUGCACGUGA. The protein sequence of the target gene is MQASPIRIPTVSNDIDWDFCFHMSQQTEIPAHQQTDELYPTGGCGESEEETKAKEKEKAIDCMSHPKEKLAQSQKKVAQLIKEKMNTQANKELIRCVILSRIIFGDHHWKCARALANLAYGYLTLRGLPVQAKKHATSAKNTLLTWKANTTSNKEKEEILEALVKLYYTLGVAWLLQNRGREAYFNLQKAERNMKELKELYKGGVCELQVSENDLTLALGRASLAIHRLNLALAYFEKAIGDVIAAKGDRTSDLISLYEEAAQIEQLRRNHNQAIQYLQQAHSVCVSLFTEVSPKTAEMS.... Result: 0 (no interaction).